Dataset: Forward reaction prediction with 1.9M reactions from USPTO patents (1976-2016). Task: Predict the product of the given reaction. (1) Given the reactants C1(P([N:15]=[N+]=[N-])(C2C=CC=CC=2)=O)C=CC=CC=1.[SH:18][C:19]1[N:27]=[CH:26][CH:25]=[CH:24][C:20]=1[C:21](O)=[O:22], predict the reaction product. The product is: [S:18]1[C:19]2=[N:27][CH:26]=[CH:25][CH:24]=[C:20]2[C:21](=[O:22])[NH:15]1. (2) Given the reactants [NH:1]1[C:5]2=[N:6][CH:7]=[N:8][CH:9]=[C:4]2[CH:3]=[N:2]1.[I:10]N1C(=O)CCC1=O, predict the reaction product. The product is: [I:10][C:3]1[C:4]2[C:5](=[N:6][CH:7]=[N:8][CH:9]=2)[NH:1][N:2]=1. (3) Given the reactants [CH2:1]1[C:9]2[C:4](=[CH:5][CH:6]=[CH:7][CH:8]=2)[CH2:3][C:2]1=O.C(O)(C)C.Cl.[CH3:16][O:17][C:18]1[CH:23]=[CH:22][C:21]([NH:24]N)=[CH:20][CH:19]=1.C([O-])(O)=O.[Na+], predict the reaction product. The product is: [CH3:16][O:17][C:18]1[CH:19]=[C:20]2[C:21](=[CH:22][CH:23]=1)[NH:24][C:2]1[CH2:3][C:4]3[C:9]([C:1]2=1)=[CH:8][CH:7]=[CH:6][CH:5]=3. (4) Given the reactants [C:1]([O:5][C:6](=[O:41])[NH:7][C@H:8]1[CH2:13][CH2:12][C@@H:11]([N:14]2[C:19](=[O:20])[C:18]3[CH:21]=[C:22]([F:25])[CH:23]=[N:24][C:17]=3[N:16]([C:26]3[CH:27]=[C:28]([C:32]4[CH:37]=[CH:36][C:35]([CH:38]=O)=[CH:34][CH:33]=4)[CH:29]=[CH:30][CH:31]=3)[C:15]2=[O:40])[CH2:10][CH2:9]1)([CH3:4])([CH3:3])[CH3:2].S([O-])([O-])(=O)=O.[Na+].[Na+].[N:49]1([C:56]([O:58][CH2:59][C:60]2[CH:65]=[CH:64][CH:63]=[CH:62][CH:61]=2)=[O:57])[CH2:55][CH2:54][CH2:53][NH:52][CH2:51][CH2:50]1.C(O[BH-](OC(=O)C)OC(=O)C)(=O)C.[Na+], predict the reaction product. The product is: [C:1]([O:5][C:6]([NH:7][C@@H:8]1[CH2:13][CH2:12][C@H:11]([N:14]2[C:19](=[O:20])[C:18]3[CH:21]=[C:22]([F:25])[CH:23]=[N:24][C:17]=3[N:16]([C:26]3[CH:27]=[C:28]([C:32]4[CH:33]=[CH:34][C:35]([CH2:38][N:52]5[CH2:53][CH2:54][CH2:55][N:49]([C:56]([O:58][CH2:59][C:60]6[CH:65]=[CH:64][CH:63]=[CH:62][CH:61]=6)=[O:57])[CH2:50][CH2:51]5)=[CH:36][CH:37]=4)[CH:29]=[CH:30][CH:31]=3)[C:15]2=[O:40])[CH2:10][CH2:9]1)=[O:41])([CH3:4])([CH3:3])[CH3:2]. (5) Given the reactants [F:1][C:2]1[CH:3]=[C:4]([NH:13][CH2:14][C:15]2[CH:19]=[CH:18][O:17][N:16]=2)[C:5]([C:8]([O:10][CH2:11][CH3:12])=[O:9])=[N:6][CH:7]=1.C1C(=O)N([Br:27])C(=O)C1, predict the reaction product. The product is: [Br:27][C:7]1[N:6]=[C:5]([C:8]([O:10][CH2:11][CH3:12])=[O:9])[C:4]([NH:13][CH2:14][C:15]2[CH:19]=[CH:18][O:17][N:16]=2)=[CH:3][C:2]=1[F:1]. (6) Given the reactants [OH:1][CH2:2][C@H:3]([N:5]1[CH:14]=[CH:13][C:12]2[C:7](=[CH:8][CH:9]=[C:10]([CH3:18])[C:11]=2[N+:15]([O-:17])=[O:16])[C:6]1=[O:19])[CH3:4].C(Cl)Cl.[C:23](OC(=O)C)(=[O:25])[CH3:24].C(N(CC)CC)C, predict the reaction product. The product is: [C:23]([O:1][CH2:2][C@H:3]([N:5]1[CH:14]=[CH:13][C:12]2[C:7](=[CH:8][CH:9]=[C:10]([CH3:18])[C:11]=2[N+:15]([O-:17])=[O:16])[C:6]1=[O:19])[CH3:4])(=[O:25])[CH3:24]. (7) The product is: [Br:11][C:8]1[CH:9]=[C:4]([N+:1]([O-:3])=[O:2])[CH:5]=[CH:6][C:7]=1[OH:10]. Given the reactants [N+:1]([C:4]1[CH:9]=[CH:8][C:7]([OH:10])=[CH:6][CH:5]=1)([O-:3])=[O:2].[Br:11]Br, predict the reaction product.